From a dataset of Forward reaction prediction with 1.9M reactions from USPTO patents (1976-2016). Predict the product of the given reaction. (1) Given the reactants C1(C)C=CC=CC=1.Cl[C:9]1[CH:18]=[CH:17][C:16]2[N:15]=[CH:14][C:13]3[CH2:19][N:20]([CH3:37])[C:21](=[O:36])[N:22]([CH:23]4[CH2:28][CH2:27][N:26]([C:29]([O:31][C:32]([CH3:35])([CH3:34])[CH3:33])=[O:30])[CH2:25][CH2:24]4)[C:12]=3[C:11]=2[N:10]=1.[CH3:38][O:39][C:40]1[N:45]=[CH:44][C:43](B(O)O)=[CH:42][CH:41]=1.C(=O)([O-])[O-].[Na+].[Na+], predict the reaction product. The product is: [CH3:38][O:39][C:40]1[N:45]=[CH:44][C:43]([C:9]2[CH:18]=[CH:17][C:16]3[N:15]=[CH:14][C:13]4[CH2:19][N:20]([CH3:37])[C:21](=[O:36])[N:22]([CH:23]5[CH2:28][CH2:27][N:26]([C:29]([O:31][C:32]([CH3:35])([CH3:34])[CH3:33])=[O:30])[CH2:25][CH2:24]5)[C:12]=4[C:11]=3[N:10]=2)=[CH:42][CH:41]=1. (2) Given the reactants [Cl:1][C:2]1[CH:22]=[CH:21][CH:20]=[CH:19][C:3]=1[O:4][C:5]1[CH2:9][N:8]([CH:10]([CH2:14][CH:15]([F:17])[F:16])[C:11]([OH:13])=O)[C:7](=[O:18])[CH:6]=1.[CH3:23][C:24]1([CH3:36])[O:28][C@H:27]([CH2:29][N:30]2[CH:34]=[CH:33][C:32]([NH2:35])=[N:31]2)[CH2:26][O:25]1.C(N(CC)C(C)C)(C)C.F[P-](F)(F)(F)(F)F.N1(O[P+](N(C)C)(N(C)C)N(C)C)C2C=CC=CC=2N=N1, predict the reaction product. The product is: [Cl:1][C:2]1[CH:22]=[CH:21][CH:20]=[CH:19][C:3]=1[O:4][C:5]1[CH2:9][N:8]([CH:10]([CH2:14][CH:15]([F:17])[F:16])[C:11]([NH:35][C:32]2[CH:33]=[CH:34][N:30]([CH2:29][C@@H:27]3[CH2:26][O:25][C:24]([CH3:36])([CH3:23])[O:28]3)[N:31]=2)=[O:13])[C:7](=[O:18])[CH:6]=1. (3) Given the reactants [Cl:1][C:2]1[CH:7]=[CH:6][C:5]([C:8]([CH3:31])([CH3:30])[C:9]([NH:11][CH2:12][C:13]([C:15]2[CH:29]=[CH:28][C:18]([C:19]([NH:21][C:22]3[CH:27]=[CH:26][N:25]=[CH:24][CH:23]=3)=[O:20])=[CH:17][CH:16]=2)=[O:14])=[O:10])=[CH:4][CH:3]=1.[CH:32](O)=O.[CH2:35](N(CC)CC)[CH3:36], predict the reaction product. The product is: [Cl:1][C:2]1[CH:3]=[CH:4][C:5]([C:8]([CH3:31])([CH3:30])[C:9]([NH:11][CH2:12][C@@H:13]([C:15]2[CH:29]=[CH:28][C:18]([C:19]([NH:21][C:22]3[CH:27]=[CH:26][N:25]=[CH:24][CH:23]=3)=[O:20])=[CH:17][CH:16]=2)[OH:14])=[O:10])=[CH:6][CH:7]=1.[CH3:35][CH2:36][N:21]([CH:19]([CH3:18])[CH3:32])[CH:22]([CH3:23])[CH3:27].